Dataset: Catalyst prediction with 721,799 reactions and 888 catalyst types from USPTO. Task: Predict which catalyst facilitates the given reaction. (1) Reactant: C([O:3][C:4]([C:6]1[C:7](=[O:37])[C:8]2[CH:13]=[N:12][C:11]([NH:14][C:15]3[CH:20]=[CH:19][C:18]([N:21]4[CH2:26][CH2:25][N:24]([CH3:27])[CH2:23][CH2:22]4)=[CH:17][CH:16]=3)=[N:10][C:9]=2[N:28]([CH:30]2[CH2:35][CH:34]3[CH2:36][CH:31]2[CH2:32][CH2:33]3)[CH:29]=1)=O)C.[CH2:38]([NH2:40])[CH3:39]. Product: [CH2:38]([NH:40][C:4]([C:6]1[C:7](=[O:37])[C:8]2[CH:13]=[N:12][C:11]([NH:14][C:15]3[CH:20]=[CH:19][C:18]([N:21]4[CH2:26][CH2:25][N:24]([CH3:27])[CH2:23][CH2:22]4)=[CH:17][CH:16]=3)=[N:10][C:9]=2[N:28]([CH:30]2[CH2:35][CH:34]3[CH2:36][CH:31]2[CH2:32][CH2:33]3)[CH:29]=1)=[O:3])[CH3:39]. The catalyst class is: 5. (2) Reactant: CC1C=CC(S(O[CH2:12][CH2:13][C:14]2[CH:19]=[CH:18][C:17]([C:20]3([CH2:24][S:25]([C:28]4[CH:33]=[CH:32][CH:31]=[CH:30][CH:29]=4)(=[O:27])=[O:26])[CH2:23][O:22][CH2:21]3)=[CH:16][CH:15]=2)(=O)=O)=CC=1.[C:34]1([C:40]([C:48]2[CH:53]=[CH:52][CH:51]=[CH:50][CH:49]=2)([CH:42]2[CH2:47][CH2:46][NH:45][CH2:44][CH2:43]2)[OH:41])[CH:39]=[CH:38][CH:37]=[CH:36][CH:35]=1. Product: [C:34]1([C:40]([C:48]2[CH:53]=[CH:52][CH:51]=[CH:50][CH:49]=2)([CH:42]2[CH2:47][CH2:46][N:45]([CH2:12][CH2:13][C:14]3[CH:15]=[CH:16][C:17]([C:20]4([CH2:24][S:25]([C:28]5[CH:33]=[CH:32][CH:31]=[CH:30][CH:29]=5)(=[O:26])=[O:27])[CH2:23][O:22][CH2:21]4)=[CH:18][CH:19]=3)[CH2:44][CH2:43]2)[OH:41])[CH:35]=[CH:36][CH:37]=[CH:38][CH:39]=1. The catalyst class is: 10. (3) Reactant: Br[C:2]1[C:7]([NH2:8])=[C:6]([CH:9]([O:12][CH3:13])[O:10][CH3:11])[C:5]([Cl:14])=[CH:4][N:3]=1.[NH:15]1[CH2:20][CH2:19][O:18][CH2:17][CH2:16]1.O. Product: [Cl:14][C:5]1[C:6]([CH:9]([O:12][CH3:13])[O:10][CH3:11])=[C:7]([NH2:8])[C:2]([N:15]2[CH2:20][CH2:19][O:18][CH2:17][CH2:16]2)=[N:3][CH:4]=1. The catalyst class is: 3. (4) Reactant: [C:1]([OH:6])(=O)[C:2]#[C:3][CH3:4].ClC(N(C)C)=C(C)C.[F:15][C:16]([F:32])([F:31])[CH2:17][N:18]1[CH:22]=[C:21]([NH:23][C:24]2([C:29]#[N:30])[CH2:28][CH2:27][O:26][CH2:25]2)[CH:20]=[N:19]1.CCN(C(C)C)C(C)C. Product: [C:29]([C:24]1([N:23]([C:21]2[CH:20]=[N:19][N:18]([CH2:17][C:16]([F:31])([F:15])[F:32])[CH:22]=2)[C:1](=[O:6])[CH:2]=[C:3]=[CH2:4])[CH2:28][CH2:27][O:26][CH2:25]1)#[N:30]. The catalyst class is: 2.